From a dataset of Catalyst prediction with 721,799 reactions and 888 catalyst types from USPTO. Predict which catalyst facilitates the given reaction. (1) Reactant: [Cl:1][C:2]1[N:7]=[C:6](Cl)[CH:5]=[C:4]([CH2:9][CH2:10][CH3:11])[N:3]=1.[CH3:12][NH:13][C@H:14]1[CH2:18][CH2:17][NH:16][CH2:15]1. Product: [Cl:1][C:2]1[N:7]=[C:6]([N:16]2[CH2:17][CH2:18][C@H:14]([NH:13][CH3:12])[CH2:15]2)[CH:5]=[C:4]([CH2:9][CH2:10][CH3:11])[N:3]=1. The catalyst class is: 8. (2) Reactant: [Li+].CC([N-]C(C)C)C.[Cl:9][C:10]1[CH:15]=[CH:14][N:13]=[CH:12][CH:11]=1.[C:16](=[O:18])=[O:17]. Product: [Cl:9][C:10]1[C:15]([C:16]([OH:18])=[O:17])=[CH:14][N:13]=[CH:12][CH:11]=1. The catalyst class is: 1.